This data is from Full USPTO retrosynthesis dataset with 1.9M reactions from patents (1976-2016). The task is: Predict the reactants needed to synthesize the given product. (1) Given the product [C:37]1([C:35]([NH:34][S:31]([C:28]2[CH:29]=[CH:30][C:25]([C:16]3[C:15]([C:10]4[CH:11]=[CH:12][CH:13]=[CH:14][C:9]=4[O:8][CH2:1][C:2]4[CH:7]=[CH:6][CH:5]=[CH:4][CH:3]=4)=[CH:20][CH:19]=[CH:18][CH:17]=3)=[CH:26][CH:27]=2)(=[O:33])=[O:32])=[O:36])[CH:38]=[CH:39][CH:40]=[CH:41][CH:42]=1, predict the reactants needed to synthesize it. The reactants are: [CH2:1]([O:8][C:9]1[CH:14]=[CH:13][CH:12]=[CH:11][C:10]=1[C:15]1[C:16](B(O)O)=[CH:17][CH:18]=[CH:19][CH:20]=1)[C:2]1[CH:7]=[CH:6][CH:5]=[CH:4][CH:3]=1.Br[C:25]1[CH:30]=[CH:29][C:28]([S:31]([NH:34][C:35]([C:37]2[CH:42]=[CH:41][CH:40]=[CH:39][CH:38]=2)=[O:36])(=[O:33])=[O:32])=[CH:27][CH:26]=1.C(=O)([O-])[O-].[K+].[K+].C1(C)C=CC=CC=1.C(O)C. (2) Given the product [C:1]([O:5][C:6]([NH:8][C@@H:9]([C:14]([NH:28][C@H:27]([C:26]([O:25][CH2:18][C:19]1[CH:20]=[CH:21][CH:22]=[CH:23][CH:24]=1)=[O:34])[CH2:29][C:30]([CH3:33])([CH3:32])[CH3:31])=[O:16])[CH2:10][CH:11]([CH3:12])[CH3:13])=[O:7])([CH3:2])([CH3:3])[CH3:4], predict the reactants needed to synthesize it. The reactants are: [C:1]([O:5][C:6]([NH:8][C@@H:9]([C:14]([OH:16])=O)[CH2:10][CH:11]([CH3:13])[CH3:12])=[O:7])([CH3:4])([CH3:3])[CH3:2].Cl.[CH2:18]([O:25][C:26](=[O:34])[C@H:27]([CH2:29][C:30]([CH3:33])([CH3:32])[CH3:31])[NH2:28])[C:19]1[CH:24]=[CH:23][CH:22]=[CH:21][CH:20]=1. (3) Given the product [Cl:1][C:2]1[CH:10]=[CH:9][CH:8]=[C:7]([F:11])[C:3]=1[NH:18][C:49]([NH:22][C:23]1[CH:28]=[CH:27][C:26]([C:29]2[CH:37]=[CH:36][C:35]([C:38]3[NH:39][C:40]([CH3:43])=[CH:41][N:42]=3)=[C:34]3[C:30]=2[CH2:31][NH:32][C:33]3=[O:44])=[C:25]([F:45])[CH:24]=1)=[O:48], predict the reactants needed to synthesize it. The reactants are: [Cl:1][C:2]1[CH:10]=[CH:9][CH:8]=[C:7]([F:11])[C:3]=1C(O)=O.P(Cl)(Cl)(Cl)(Cl)Cl.[N-:18]=[N+]=[N-].[Na+].[NH2:22][C:23]1[CH:28]=[CH:27][C:26]([C:29]2[CH:37]=[CH:36][C:35]([C:38]3[NH:39][C:40]([CH3:43])=[CH:41][N:42]=3)=[C:34]3[C:30]=2[CH2:31][NH:32][C:33]3=[O:44])=[C:25]([F:45])[CH:24]=1.C([O:48][CH2:49]C)C. (4) Given the product [C:24]1([CH:30]([C:31]2[CH:32]=[CH:33][CH:34]=[CH:35][CH:36]=2)[S:1][C:2]2[S:3][C:4]3[CH2:14][CH2:13][C:12]4[C:7](=[CH:8][CH:9]=[CH:10][C:11]=4[O:15][CH2:16][CH2:17][C:18]([OH:20])=[O:19])[C:5]=3[N:6]=2)[CH:29]=[CH:28][CH:27]=[CH:26][CH:25]=1, predict the reactants needed to synthesize it. The reactants are: [SH:1][C:2]1[S:3][C:4]2[CH2:14][CH2:13][C:12]3[C:7](=[CH:8][CH:9]=[CH:10][C:11]=3[O:15][CH2:16][CH2:17][C:18]([O:20]CC)=[O:19])[C:5]=2[N:6]=1.[Br-].[C:24]1([CH2:30][C:31]2[CH:36]=[CH:35][CH:34]=[CH:33][CH:32]=2)[CH:29]=[CH:28][CH:27]=[CH:26][CH:25]=1. (5) Given the product [NH2:34][C:31]1[CH:32]=[CH:33][C:28]([NH:27][C:25]([NH:24][C:21]2[CH:22]=[CH:23][C:18]([C:9]3[N:10]=[C:11]([N:12]4[CH2:13][CH2:14][O:15][CH2:16][CH2:17]4)[C:6]4[N:5]=[N:4][N:3]([CH2:1][CH3:2])[C:7]=4[N:8]=3)=[CH:19][CH:20]=2)=[O:26])=[CH:29][CH:30]=1, predict the reactants needed to synthesize it. The reactants are: [CH2:1]([N:3]1[C:7]2[N:8]=[C:9]([C:18]3[CH:23]=[CH:22][C:21]([NH:24][C:25]([NH:27][C:28]4[CH:33]=[CH:32][C:31]([N+:34]([O-])=O)=[CH:30][CH:29]=4)=[O:26])=[CH:20][CH:19]=3)[N:10]=[C:11]([N:12]3[CH2:17][CH2:16][O:15][CH2:14][CH2:13]3)[C:6]=2[N:5]=[N:4]1)[CH3:2].CO.NN.O. (6) Given the product [F:30][C:31]1[CH:38]=[CH:37][C:34]([CH2:35][NH:4][C@H:5]([C:10]2[N:11]=[C:12]([NH:15][C:16]3[CH:21]=[CH:20][C:19]([N:22]4[CH:26]=[C:25]([CH3:27])[N:24]=[CH:23]4)=[C:18]([O:28][CH3:29])[CH:17]=3)[S:13][CH:14]=2)[CH2:6][CH:7]([CH3:8])[CH3:9])=[CH:33][CH:32]=1, predict the reactants needed to synthesize it. The reactants are: Cl.Cl.Cl.[NH2:4][C@H:5]([C:10]1[N:11]=[C:12]([NH:15][C:16]2[CH:21]=[CH:20][C:19]([N:22]3[CH:26]=[C:25]([CH3:27])[N:24]=[CH:23]3)=[C:18]([O:28][CH3:29])[CH:17]=2)[S:13][CH:14]=1)[CH2:6][CH:7]([CH3:9])[CH3:8].[F:30][C:31]1[CH:38]=[CH:37][C:34]([CH:35]=O)=[CH:33][CH:32]=1.C(O)(=O)C.C(O[BH-](OC(=O)C)OC(=O)C)(=O)C.[Na+].[OH-].[Na+]. (7) Given the product [F:30][C:15]([F:14])([S:26]([O-:29])(=[O:27])=[O:28])[CH:16]([F:25])[O:17][C:18]([F:23])([F:24])[C:19]([F:20])([F:22])[F:21].[CH2:2]([N+:6]1[CH:10]=[CH:9][N:8]([CH3:11])[CH:7]=1)[CH2:3][CH2:4][CH3:5], predict the reactants needed to synthesize it. The reactants are: [Cl-].[CH2:2]([N+:6]1[CH:10]=[CH:9][N:8]([CH3:11])[CH:7]=1)[CH2:3][CH2:4][CH3:5].[Cl-].[K+].[F:14][C:15]([F:30])([S:26]([O-:29])(=[O:28])=[O:27])[CH:16]([F:25])[O:17][C:18]([F:24])([F:23])[C:19]([F:22])([F:21])[F:20].[K+]. (8) Given the product [Cl:1][C:2]1[CH:3]=[CH:4][C:5]([C:8]2[O:15][C:11]([CH3:12])([CH3:13])[C:10](=[O:23])[CH:9]=2)=[CH:6][CH:7]=1, predict the reactants needed to synthesize it. The reactants are: [Cl:1][C:2]1[CH:7]=[CH:6][C:5]([C:8](=[O:15])[C:9]#[C:10][C:11](O)([CH3:13])[CH3:12])=[CH:4][CH:3]=1.C(NCC)C.C([OH:23])C. (9) Given the product [CH2:13]([N:12]1[C:11](=[O:20])[CH:10]2[CH2:21][CH:7]3[CH2:8][CH:9]2[C:5]1([C:3]([OH:4])=[O:2])[CH2:6]3)[C:14]1[CH:15]=[CH:16][CH:17]=[CH:18][CH:19]=1, predict the reactants needed to synthesize it. The reactants are: C[O:2][C:3]([C:5]12[N:12]([CH2:13][C:14]3[CH:19]=[CH:18][CH:17]=[CH:16][CH:15]=3)[C:11](=[O:20])[CH:10]3[CH2:21][CH:7]([CH2:8][CH:9]13)[CH2:6]2)=[O:4].C(Cl)Cl.[Li+].[OH-]. (10) Given the product [O:1]1[CH:5]=[CH:4][CH:3]=[C:2]1[CH2:6][CH:7]1[CH2:12][CH2:11][CH2:10][NH:9][C:8]1=[O:13], predict the reactants needed to synthesize it. The reactants are: [O:1]1[CH:5]=[CH:4][CH:3]=[C:2]1[CH:6]=[C:7]1[CH2:12][CH2:11][CH2:10][NH:9][C:8]1=[O:13].CO.